This data is from Forward reaction prediction with 1.9M reactions from USPTO patents (1976-2016). The task is: Predict the product of the given reaction. (1) Given the reactants [C:1]([O:5][C:6](=[O:31])[NH:7][C@@H:8]1[C:16]2[C:11](=[C:12]([C:17]3[S:18][C:19]([C:22]4[CH:27]=[CH:26][C:25](F)=[C:24]([C:29]#[N:30])[CH:23]=4)=[N:20][N:21]=3)[CH:13]=[CH:14][CH:15]=2)[CH2:10][CH2:9]1)([CH3:4])([CH3:3])[CH3:2].[CH3:32][CH:33]([CH3:35])[O-:34].[Na+], predict the reaction product. The product is: [C:1]([O:5][C:6](=[O:31])[NH:7][C@@H:8]1[C:16]2[C:11](=[C:12]([C:17]3[S:18][C:19]([C:22]4[CH:27]=[CH:26][C:25]([O:34][CH:33]([CH3:35])[CH3:32])=[C:24]([C:29]#[N:30])[CH:23]=4)=[N:20][N:21]=3)[CH:13]=[CH:14][CH:15]=2)[CH2:10][CH2:9]1)([CH3:4])([CH3:3])[CH3:2]. (2) Given the reactants [C:1]([C:5]1[CH:16]=[C:15]([O:17][CH3:18])[CH:14]=[CH:13][C:6]=1[O:7][CH2:8][C:9](OC)=[O:10])([CH3:4])([CH3:3])[CH3:2].[NH2:19][NH2:20], predict the reaction product. The product is: [C:1]([C:5]1[CH:16]=[C:15]([O:17][CH3:18])[CH:14]=[CH:13][C:6]=1[O:7][CH2:8][C:9]([NH:19][NH2:20])=[O:10])([CH3:4])([CH3:3])[CH3:2]. (3) Given the reactants F[C:2]1[CH:7]=[CH:6][C:5]([F:8])=[CH:4][C:3]=1[N+:9]([O-:11])=[O:10].[NH2:12][CH2:13][CH:14]([CH3:19])[C:15]([O:17][CH3:18])=[O:16].C(=O)([O-])[O-].[K+].[K+], predict the reaction product. The product is: [F:8][C:5]1[CH:6]=[CH:7][C:2]([NH:12][CH2:13][CH:14]([CH3:19])[C:15]([O:17][CH3:18])=[O:16])=[C:3]([N+:9]([O-:11])=[O:10])[CH:4]=1. (4) Given the reactants [C:1](#[N:3])[CH3:2].[Li]CCCC.[F:9][C:10]([F:19])([F:18])[C:11]([CH3:17])([CH3:16])[C:12](OC)=[O:13], predict the reaction product. The product is: [F:9][C:10]([F:19])([F:18])[C:11]([CH3:17])([CH3:16])[C:12](=[O:13])[CH2:2][C:1]#[N:3]. (5) Given the reactants [Cl:1][C:2]1[N:3]=[C:4]([N:13]2[CH2:18][CH2:17][O:16][CH2:15][CH2:14]2)[C:5]2[S:10][C:9]([CH:11]=O)=[CH:8][C:6]=2[N:7]=1.[CH3:19][O:20][CH2:21][CH2:22][NH:23][CH3:24], predict the reaction product. The product is: [Cl:1][C:2]1[N:3]=[C:4]([N:13]2[CH2:18][CH2:17][O:16][CH2:15][CH2:14]2)[C:5]2[S:10][C:9]([CH2:11][N:23]([CH2:22][CH2:21][O:20][CH3:19])[CH3:24])=[CH:8][C:6]=2[N:7]=1. (6) The product is: [N:27]1[C:28]2[C:23](=[CH:22][C:21]([C:9]3[C:8]4[C:12](=[CH:13][CH:14]=[C:6]([C:4]5[NH:31][N:32]=[C:33]([CH2:34][N:35]6[CH2:40][CH2:39][O:38][CH2:37][CH2:36]6)[N:5]=5)[CH:7]=4)[NH:11][N:10]=3)=[CH:30][CH:29]=2)[CH:24]=[CH:25][CH:26]=1. Given the reactants C(O[C:4]([C:6]1[CH:7]=[C:8]2[C:12](=[CH:13][CH:14]=1)[N:11](C1CCCCO1)[N:10]=[C:9]2[C:21]1[CH:22]=[C:23]2[C:28](=[CH:29][CH:30]=1)[N:27]=[CH:26][CH:25]=[CH:24]2)=[NH:5])C.[NH2:31][NH:32][C:33](=O)[CH2:34][N:35]1[CH2:40][CH2:39][O:38][CH2:37][CH2:36]1, predict the reaction product. (7) Given the reactants [CH3:1][O:2][C:3]([C:5]1[S:6][C:7]([C:12]2[CH:17]=[CH:16][C:15]([Cl:18])=[CH:14][CH:13]=2)=[CH:8][C:9]=1[CH:10]=[CH2:11])=[O:4].C12BC(CCC1)CCC2.[OH:28]O.[OH-].[Na+], predict the reaction product. The product is: [CH3:1][O:2][C:3]([C:5]1[S:6][C:7]([C:12]2[CH:13]=[CH:14][C:15]([Cl:18])=[CH:16][CH:17]=2)=[CH:8][C:9]=1[CH2:10][CH2:11][OH:28])=[O:4]. (8) Given the reactants [Br:1][C:2]1[CH:3]=[C:4]([C:9]2[CH2:13][C:12]3([CH2:18][CH2:17][CH2:16][CH2:15][CH2:14]3)[O:11][N:10]=2)[CH:5]=[CH:6][C:7]=1[CH3:8].CC1C=C(C=CC=1C)C=NO.C=C1CCCCC1.C1C(=O)N([Br:44])C(=O)C1, predict the reaction product. The product is: [Br:44][CH:13]1[C:12]2([CH2:14][CH2:15][CH2:16][CH2:17][CH2:18]2)[O:11][N:10]=[C:9]1[C:4]1[CH:5]=[CH:6][C:7]([CH3:8])=[C:2]([Br:1])[CH:3]=1. (9) Given the reactants [OH:1][C:2]1[CH:7]=[CH:6][C:5]([CH3:8])=[CH:4][C:3]=1[C:9](=[O:11])[CH3:10].[Br:12]Br.O, predict the reaction product. The product is: [Br:12][C:7]1[C:2]([OH:1])=[C:3]([C:9](=[O:11])[CH3:10])[CH:4]=[C:5]([CH3:8])[CH:6]=1.